From a dataset of Full USPTO retrosynthesis dataset with 1.9M reactions from patents (1976-2016). Predict the reactants needed to synthesize the given product. (1) Given the product [CH2:1]([C:3]1[C:8]([I:15])=[CH:7][N:6]=[C:5]([NH2:9])[CH:4]=1)[CH3:2], predict the reactants needed to synthesize it. The reactants are: [CH2:1]([C:3]1[CH:8]=[CH:7][N:6]=[C:5]([NH2:9])[CH:4]=1)[CH3:2].C([O-])(=O)C.[K+].[I:15]Cl. (2) Given the product [F:22][C:23]([F:36])([F:37])[C:24]1[CH:25]=[C:26]([C:4]([C:6]2([NH:10][C:11](=[O:20])[O:12][CH2:13][C:14]3[CH:15]=[CH:16][CH:17]=[CH:18][CH:19]=3)[CH2:7][CH2:8][CH2:9]2)=[O:5])[CH:27]=[C:28]([C:30]([F:31])([F:32])[F:33])[CH:29]=1, predict the reactants needed to synthesize it. The reactants are: CON(C)[C:4]([C:6]1([NH:10][C:11](=[O:20])[O:12][CH2:13][C:14]2[CH:19]=[CH:18][CH:17]=[CH:16][CH:15]=2)[CH2:9][CH2:8][CH2:7]1)=[O:5].[F:22][C:23]([F:37])([F:36])[C:24]1[CH:25]=[C:26]([Mg]Br)[CH:27]=[C:28]([C:30]([F:33])([F:32])[F:31])[CH:29]=1. (3) Given the product [CH3:1][O:2][CH2:3][C@H:4]1[CH2:8][CH2:7][CH2:6][N:5]1[S:9]([C:12]1[CH:13]=[C:14]2[C:18](=[CH:19][CH:20]=1)[NH:17][C:16](=[O:27])[C:15]2=[O:28])(=[O:11])=[O:10], predict the reactants needed to synthesize it. The reactants are: [CH3:1][O:2][CH2:3][C@H:4]1[CH2:8][CH2:7][CH2:6][N:5]1[S:9]([C:12]1[CH:13]=[C:14]2[C:18](=[CH:19][CH:20]=1)[N:17](CC(C)(C)C#N)[C:16](=[O:27])[C:15]12OCCC[O:28]1)(=[O:11])=[O:10].N.